This data is from Forward reaction prediction with 1.9M reactions from USPTO patents (1976-2016). The task is: Predict the product of the given reaction. The product is: [NH:19]1[C:6]([C:2]2[S:1][CH:5]=[CH:4][N:3]=2)=[CH:7][CH:14]=[N:12]1. Given the reactants [S:1]1[CH:5]=[CH:4][N:3]=[C:2]1[C:6](=O)[CH3:7].CC([N:12]([CH3:14])C)=O.CC(O)=O.[NH2:19]N, predict the reaction product.